From a dataset of Full USPTO retrosynthesis dataset with 1.9M reactions from patents (1976-2016). Predict the reactants needed to synthesize the given product. (1) Given the product [Br:1][C:2]1[CH:7]=[CH:6][C:5]([O:8][CH2:13][C:12]([CH3:14])=[CH2:11])=[C:4]([F:9])[CH:3]=1, predict the reactants needed to synthesize it. The reactants are: [Br:1][C:2]1[CH:7]=[CH:6][C:5]([OH:8])=[C:4]([F:9])[CH:3]=1.Cl[CH2:11][C:12]([CH3:14])=[CH2:13].C(=O)([O-])[O-].[K+].[K+].O. (2) Given the product [CH2:1]([O:3][C:4](=[O:28])[C:5]([CH3:27])([O:7][C:8]1[CH:13]=[CH:12][C:11]([O:14][CH2:15][C:16]2([CH2:19][C:20]#[CH:21])[CH2:18][CH2:17]2)=[CH:10][C:9]=1[CH3:26])[CH3:6])[CH3:2], predict the reactants needed to synthesize it. The reactants are: [CH2:1]([O:3][C:4](=[O:28])[C:5]([CH3:27])([O:7][C:8]1[CH:13]=[CH:12][C:11]([O:14][CH2:15][C:16]2([CH2:19][C:20]#[C:21][Si](C)(C)C)[CH2:18][CH2:17]2)=[CH:10][C:9]=1[CH3:26])[CH3:6])[CH3:2].[N+](CCCC)(CCCC)(CCCC)CCCC.[F-].